The task is: Predict the reactants needed to synthesize the given product.. This data is from Full USPTO retrosynthesis dataset with 1.9M reactions from patents (1976-2016). Given the product [F:34][C:2]([F:1])([F:33])[C:3]1[CH:4]=[C:5]([CH:26]=[C:27]([C:29]([F:32])([F:31])[F:30])[CH:28]=1)[C:6]([N:8]1[CH2:9][CH2:10][C:11]2([N:15]([C:16]3[CH:17]=[CH:18][CH:19]=[CH:20][CH:21]=3)[CH:14]([CH3:22])[N:13]([C:38]3[CH:39]=[CH:40][N:35]=[CH:36][CH:37]=3)[C:12]2=[O:23])[CH2:24][CH2:25]1)=[O:7], predict the reactants needed to synthesize it. The reactants are: [F:1][C:2]([F:34])([F:33])[C:3]1[CH:4]=[C:5]([CH:26]=[C:27]([C:29]([F:32])([F:31])[F:30])[CH:28]=1)[C:6]([N:8]1[CH2:25][CH2:24][C:11]2([N:15]([C:16]3[CH:21]=[CH:20][CH:19]=[CH:18][CH:17]=3)[CH:14]([CH3:22])[NH:13][C:12]2=[O:23])[CH2:10][CH2:9]1)=[O:7].[N:35]1[CH:40]=[CH:39][C:38](B(O)O)=[CH:37][CH:36]=1.